The task is: Predict the reaction yield, written as a fraction of the theoretical maximum amount of product (1.0 means a 100% yield; for example, 0.34 means a 34% yield).. This data is from Reaction yield outcomes from USPTO patents with 853,638 reactions. The reactants are [C:1]1([CH:7]2[C:16]3[O:15][C:14](=O)[NH:13][C:12](=[O:18])[C:11]=3[CH2:10][CH2:9][CH2:8]2)[CH:6]=[CH:5][CH:4]=[CH:3][CH:2]=1.[OH-].[NH4+:20]. No catalyst specified. The product is [C:1]1([CH:7]2[C:16]3[NH:20][C:14](=[O:15])[NH:13][C:12](=[O:18])[C:11]=3[CH2:10][CH2:9][CH2:8]2)[CH:6]=[CH:5][CH:4]=[CH:3][CH:2]=1. The yield is 1.00.